This data is from Forward reaction prediction with 1.9M reactions from USPTO patents (1976-2016). The task is: Predict the product of the given reaction. (1) Given the reactants Cl[CH2:2][C:3]1[O:7][C:6]([C:8]2[CH:16]=[C:15]([C:17]3[CH:25]=[CH:24][CH:23]=[C:22]4[C:18]=3[CH:19]=[CH:20][NH:21]4)[CH:14]=[C:13]3[C:9]=2[CH:10]=[N:11][N:12]3S(C2C=CC=CC=2)(=O)=O)=[N:5][N:4]=1.O.O.[C:37]1([S:43]([O-:45])=[O:44])[CH:42]=[CH:41][CH:40]=[CH:39][CH:38]=1.[Na+].[OH-].[Na+].Cl, predict the reaction product. The product is: [NH:21]1[C:22]2[C:18](=[C:17]([C:15]3[CH:14]=[C:13]4[C:9]([CH:10]=[N:11][NH:12]4)=[C:8]([C:6]4[O:7][C:3]([CH2:2][S:43]([C:37]5[CH:42]=[CH:41][CH:40]=[CH:39][CH:38]=5)(=[O:45])=[O:44])=[N:4][N:5]=4)[CH:16]=3)[CH:25]=[CH:24][CH:23]=2)[CH:19]=[CH:20]1. (2) Given the reactants C[O:2]/[CH:3]=[CH:4]/[CH:5]1[CH2:14][C:13]2[C:8](=[CH:9][CH:10]=[CH:11][CH:12]=2)[N:7]([C:15]([O:17][C:18]([CH3:21])([CH3:20])[CH3:19])=[O:16])[CH2:6]1.C1COCC1, predict the reaction product. The product is: [O:2]=[CH:3][CH2:4][CH:5]1[CH2:14][C:13]2[C:8](=[CH:9][CH:10]=[CH:11][CH:12]=2)[N:7]([C:15]([O:17][C:18]([CH3:21])([CH3:20])[CH3:19])=[O:16])[CH2:6]1. (3) Given the reactants [CH3:1][C:2]1[N:9]2[C:5]([S:6][CH:7]=[CH:8]2)=[CH:4][N:3]=1.[I:10]N1C(=O)CCC1=O, predict the reaction product. The product is: [I:10][C:4]1[N:3]=[C:2]([CH3:1])[N:9]2[CH:8]=[CH:7][S:6][C:5]=12. (4) Given the reactants [CH3:1][N:2]1[CH:6]=[C:5]([C:7]([OH:9])=O)[N:4]=[CH:3]1.[NH2:10][C@@H:11]([CH3:28])[CH2:12][N:13]1[CH:17]=[CH:16][C:15]([C:18]2[CH:25]=[C:24]([F:26])[C:21]([C:22]#[N:23])=[C:20]([Cl:27])[CH:19]=2)=[N:14]1, predict the reaction product. The product is: [Cl:27][C:20]1[CH:19]=[C:18]([C:15]2[CH:16]=[CH:17][N:13]([CH2:12][C@@H:11]([NH:10][C:7]([C:5]3[N:4]=[CH:3][N:2]([CH3:1])[CH:6]=3)=[O:9])[CH3:28])[N:14]=2)[CH:25]=[C:24]([F:26])[C:21]=1[C:22]#[N:23]. (5) Given the reactants [S:1]1[CH:5]=[C:4]([CH:6]([NH:10][C:11]2[CH:16]=[CH:15][CH:14]=[CH:13][CH:12]=2)[C:7]([OH:9])=[O:8])[C:3]2[CH:17]=[CH:18][CH:19]=[CH:20][C:2]1=2.[N:21]12[CH2:28][CH2:27][CH:24]([CH2:25][CH2:26]1)[C@@H:23](O)[CH2:22]2.C1CCC(N=C=NC2CCCCC2)CC1, predict the reaction product. The product is: [S:1]1[CH:5]=[C:4]([CH:6]([NH:10][C:11]2[CH:16]=[CH:15][CH:14]=[CH:13][CH:12]=2)[C:7]([O:9][C@@H:23]2[CH:24]3[CH2:27][CH2:28][N:21]([CH2:26][CH2:25]3)[CH2:22]2)=[O:8])[C:3]2[CH:17]=[CH:18][CH:19]=[CH:20][C:2]1=2. (6) Given the reactants [OH:1][C:2]1[CH:9]=[CH:8][C:5]([CH:6]=O)=[CH:4][C:3]=1[CH3:10].[NH2:11][C:12]1[CH:27]=[CH:26][CH:25]=[CH:24][C:13]=1[C:14]([NH:16][C:17]1[CH:22]=[CH:21][C:20]([Cl:23])=[CH:19][CH:18]=1)=[O:15], predict the reaction product. The product is: [Cl:23][C:20]1[CH:21]=[CH:22][C:17]([N:16]2[C:14](=[O:15])[C:13]3[C:12](=[CH:27][CH:26]=[CH:25][CH:24]=3)[N:11]=[C:6]2[C:5]2[CH:8]=[CH:9][C:2]([OH:1])=[C:3]([CH3:10])[CH:4]=2)=[CH:18][CH:19]=1.